This data is from Full USPTO retrosynthesis dataset with 1.9M reactions from patents (1976-2016). The task is: Predict the reactants needed to synthesize the given product. (1) Given the product [OH2:15].[OH2:43].[N:1]1[CH:2]=[C:3]([C:10]2[C:14](=[O:15])[NH:13][C:12](=[O:16])[C:11]=2[C:17]2[C:23]3[CH:24]=[C:25]([F:41])[CH:26]=[C:27]4[CH2:28][CH:29]([C:30]([N:32]5[CH2:33][CH2:34][CH2:35][CH2:36][CH2:37]5)=[O:31])[N:21]([C:22]=34)[CH2:20][CH2:19][N:18]=2)[N:4]2[CH:9]=[CH:8][CH:7]=[CH:6][C:5]=12, predict the reactants needed to synthesize it. The reactants are: [N:1]1[CH:2]=[C:3]([C:10]2[C:14](=[O:15])[NH:13][C:12](=[O:16])[C:11]=2[C:17]2[C:23]3[CH:24]=[C:25]([F:41])[CH:26]=[C:27]4[CH:28](CC[O-])[CH:29]([C:30]([N:32]5[CH2:37][CH2:36][CH2:35][CH2:34][CH2:33]5)=[O:31])[N:21]([C:22]=34)[CH2:20][CH2:19][N:18]=2)[N:4]2[CH:9]=[CH:8][CH:7]=[CH:6][C:5]=12.Cl.[OH-:43].[Na+]. (2) Given the product [CH3:1][O:2][C:3]([CH:5]1[CH:10]([N:19]2[CH2:22][CH2:21][CH2:20]2)[CH2:9][CH2:8][N:7]([C:12]([O:14][C:15]([CH3:18])([CH3:17])[CH3:16])=[O:13])[CH2:6]1)=[O:4], predict the reactants needed to synthesize it. The reactants are: [CH3:1][O:2][C:3]([CH:5]1[C:10](=O)[CH2:9][CH2:8][N:7]([C:12]([O:14][C:15]([CH3:18])([CH3:17])[CH3:16])=[O:13])[CH2:6]1)=[O:4].[NH:19]1[CH2:22][CH2:21][CH2:20]1.C(O[BH-](OC(=O)C)OC(=O)C)(=O)C.[Na+].O. (3) Given the product [CH2:33]([NH:36][C:37]([NH:2][C:3]1[N:11]=[CH:10][N:9]=[C:8]2[C:4]=1[N:5]=[CH:6][N:7]2[C:12]1[CH:13]=[CH:14][C:15]([NH:18][C:19]([NH:21][C:22]2[CH:27]=[CH:26][C:25]([Cl:28])=[C:24]([C:29]([F:31])([F:32])[F:30])[CH:23]=2)=[O:20])=[CH:16][CH:17]=1)=[O:38])[CH:34]=[CH2:35], predict the reactants needed to synthesize it. The reactants are: Cl.[NH2:2][C:3]1[N:11]=[CH:10][N:9]=[C:8]2[C:4]=1[N:5]=[CH:6][N:7]2[C:12]1[CH:17]=[CH:16][C:15]([NH:18][C:19]([NH:21][C:22]2[CH:27]=[CH:26][C:25]([Cl:28])=[C:24]([C:29]([F:32])([F:31])[F:30])[CH:23]=2)=[O:20])=[CH:14][CH:13]=1.[CH2:33]([N:36]=[C:37]=[O:38])[CH:34]=[CH2:35]. (4) The reactants are: C([O:3][C:4]([C:6]1[CH:7]=[N:8][N:9]([C:11]2[C:16]([NH:17][S:18]([C:21]3[CH:26]=[CH:25][C:24]([C:27]([CH3:30])([CH3:29])[CH3:28])=[CH:23][CH:22]=3)(=[O:20])=[O:19])=[CH:15][C:14]([Cl:31])=[CH:13][N:12]=2)[CH:10]=1)=[O:5])C.[OH-].[Na+].C1COCC1. Given the product [C:27]([C:24]1[CH:25]=[CH:26][C:21]([S:18]([NH:17][C:16]2[C:11]([N:9]3[CH:10]=[C:6]([C:4]([OH:5])=[O:3])[CH:7]=[N:8]3)=[N:12][CH:13]=[C:14]([Cl:31])[CH:15]=2)(=[O:19])=[O:20])=[CH:22][CH:23]=1)([CH3:30])([CH3:28])[CH3:29], predict the reactants needed to synthesize it. (5) Given the product [CH3:1][C:2]1([CH3:16])[CH2:6][CH2:5][CH2:4][CH:3]1[NH:7][NH:8][C:9]([O:11][C:12]([CH3:15])([CH3:14])[CH3:13])=[O:10], predict the reactants needed to synthesize it. The reactants are: [CH3:1][C:2]1([CH3:16])[CH2:6][CH2:5][CH2:4][C:3]1=[N:7][NH:8][C:9]([O:11][C:12]([CH3:15])([CH3:14])[CH3:13])=[O:10].C(O)(=O)C.C([BH3-])#N.[Na+].Cl[O-].[Na+]. (6) Given the product [CH3:39][C:10]1[N:11]=[C:12]([C:14]2[N:15]=[CH:16][N:17]([C:19]3[CH:24]=[C:23]([C:25]4[CH:30]=[CH:29][C:28]([C:31]([F:34])([F:33])[F:32])=[CH:27][CH:26]=4)[CH:22]=[C:21]([C:35]([F:37])([F:36])[F:38])[N:20]=3)[CH:18]=2)[S:13][C:9]=1[S:6]([NH2:5])(=[O:8])=[O:7], predict the reactants needed to synthesize it. The reactants are: C([NH:5][S:6]([C:9]1[S:13][C:12]([C:14]2[N:15]=[CH:16][N:17]([C:19]3[CH:24]=[C:23]([C:25]4[CH:30]=[CH:29][C:28]([C:31]([F:34])([F:33])[F:32])=[CH:27][CH:26]=4)[CH:22]=[C:21]([C:35]([F:38])([F:37])[F:36])[N:20]=3)[CH:18]=2)=[N:11][C:10]=1[CH3:39])(=[O:8])=[O:7])(C)(C)C.C(O)(C(F)(F)F)=O.